This data is from CYP2C9 inhibition data for predicting drug metabolism from PubChem BioAssay. The task is: Regression/Classification. Given a drug SMILES string, predict its absorption, distribution, metabolism, or excretion properties. Task type varies by dataset: regression for continuous measurements (e.g., permeability, clearance, half-life) or binary classification for categorical outcomes (e.g., BBB penetration, CYP inhibition). Dataset: cyp2c9_veith. (1) The compound is CN(C)c1ncc2nc(CCc3ccccc3)c(=O)n(CCc3ccccc3)c2n1. The result is 1 (inhibitor). (2) The compound is CC(=O)NCCc1ccc(O)c(O)c1. The result is 0 (non-inhibitor).